The task is: Regression. Given two drug SMILES strings and cell line genomic features, predict the synergy score measuring deviation from expected non-interaction effect.. This data is from NCI-60 drug combinations with 297,098 pairs across 59 cell lines. (1) Drug 1: CC(C)NC(=O)C1=CC=C(C=C1)CNNC.Cl. Drug 2: CC1C(C(CC(O1)OC2CC(CC3=C2C(=C4C(=C3O)C(=O)C5=C(C4=O)C(=CC=C5)OC)O)(C(=O)CO)O)N)O.Cl. Cell line: SF-268. Synergy scores: CSS=43.6, Synergy_ZIP=-1.46, Synergy_Bliss=-1.64, Synergy_Loewe=-13.8, Synergy_HSA=0.788. (2) Drug 1: C1CN1C2=NC(=NC(=N2)N3CC3)N4CC4. Drug 2: CC1=C(N=C(N=C1N)C(CC(=O)N)NCC(C(=O)N)N)C(=O)NC(C(C2=CN=CN2)OC3C(C(C(C(O3)CO)O)O)OC4C(C(C(C(O4)CO)O)OC(=O)N)O)C(=O)NC(C)C(C(C)C(=O)NC(C(C)O)C(=O)NCCC5=NC(=CS5)C6=NC(=CS6)C(=O)NCCC[S+](C)C)O. Cell line: TK-10. Synergy scores: CSS=20.9, Synergy_ZIP=-2.97, Synergy_Bliss=1.83, Synergy_Loewe=2.01, Synergy_HSA=5.65. (3) Drug 1: CNC(=O)C1=CC=CC=C1SC2=CC3=C(C=C2)C(=NN3)C=CC4=CC=CC=N4. Drug 2: CS(=O)(=O)OCCCCOS(=O)(=O)C. Cell line: NCI-H522. Synergy scores: CSS=5.06, Synergy_ZIP=-3.64, Synergy_Bliss=-2.94, Synergy_Loewe=-6.80, Synergy_HSA=-2.62. (4) Drug 1: CC1=CC2C(CCC3(C2CCC3(C(=O)C)OC(=O)C)C)C4(C1=CC(=O)CC4)C. Drug 2: CC(C)CN1C=NC2=C1C3=CC=CC=C3N=C2N. Cell line: SF-295. Synergy scores: CSS=-5.16, Synergy_ZIP=0.844, Synergy_Bliss=-3.19, Synergy_Loewe=-7.08, Synergy_HSA=-6.02. (5) Drug 1: C1CCN(CC1)CCOC2=CC=C(C=C2)C(=O)C3=C(SC4=C3C=CC(=C4)O)C5=CC=C(C=C5)O. Drug 2: CN(C)N=NC1=C(NC=N1)C(=O)N. Cell line: U251. Synergy scores: CSS=7.19, Synergy_ZIP=-4.06, Synergy_Bliss=-3.70, Synergy_Loewe=-1.25, Synergy_HSA=-1.12. (6) Drug 1: CC1=C(C(CCC1)(C)C)C=CC(=CC=CC(=CC(=O)O)C)C. Drug 2: CS(=O)(=O)CCNCC1=CC=C(O1)C2=CC3=C(C=C2)N=CN=C3NC4=CC(=C(C=C4)OCC5=CC(=CC=C5)F)Cl. Cell line: MALME-3M. Synergy scores: CSS=8.55, Synergy_ZIP=-2.77, Synergy_Bliss=-1.01, Synergy_Loewe=-4.07, Synergy_HSA=-2.01.